Dataset: Forward reaction prediction with 1.9M reactions from USPTO patents (1976-2016). Task: Predict the product of the given reaction. (1) Given the reactants S(Cl)(C)(=O)=O.[CH2:6]([N:8]([CH:11](O)[CH2:12][CH3:13])[CH2:9][CH3:10])[CH3:7].[C:15]([NH:20][C:21]1[CH:26]=[CH:25][C:24](O)=[CH:23][CH:22]=1)(=[O:19])[CH2:16][CH2:17][CH3:18].C([O-])([O-])=[O:29].[K+].[K+], predict the reaction product. The product is: [CH2:6]([N:8]([CH2:11][CH2:12][CH2:13][O:29][CH2:18][CH2:17][CH2:16][C:15]([NH:20][C:21]1[CH:26]=[CH:25][CH:24]=[CH:23][CH:22]=1)=[O:19])[CH2:9][CH3:10])[CH3:7]. (2) Given the reactants CN(C(ON1N=NC2C=CC=NC1=2)=[N+](C)C)C.F[P-](F)(F)(F)(F)F.[NH2:25][C:26]1[C:27]([C:36]([OH:38])=O)=[CH:28][C:29]2[C:34]([CH:35]=1)=[CH:33][CH:32]=[CH:31][CH:30]=2.Cl.[NH2:40][C@@H:41]([CH:46]1[CH2:51][CH2:50][CH2:49][CH2:48][CH2:47]1)[C:42]([O:44][CH3:45])=[O:43].C(N(C(C)C)CC)(C)C, predict the reaction product. The product is: [NH2:25][C:26]1[C:27]([C:36]([NH:40][C@@H:41]([CH:46]2[CH2:51][CH2:50][CH2:49][CH2:48][CH2:47]2)[C:42]([O:44][CH3:45])=[O:43])=[O:38])=[CH:28][C:29]2[C:34]([CH:35]=1)=[CH:33][CH:32]=[CH:31][CH:30]=2.